This data is from Full USPTO retrosynthesis dataset with 1.9M reactions from patents (1976-2016). The task is: Predict the reactants needed to synthesize the given product. (1) Given the product [CH2:31]([N:11]([C:9]([O:8][CH2:1][C:2]1[CH:3]=[CH:4][CH:5]=[CH:6][CH:7]=1)=[O:10])[C:12](=[CH2:17])[C:13]([O:15][CH3:16])=[O:14])[CH:30]=[CH2:29], predict the reactants needed to synthesize it. The reactants are: [CH2:1]([O:8][C:9]([NH:11][CH:12]([CH2:17]OS(C1C=CC(C)=CC=1)(=O)=O)[C:13]([O:15][CH3:16])=[O:14])=[O:10])[C:2]1[CH:7]=[CH:6][CH:5]=[CH:4][CH:3]=1.[CH3:29][C:30](C)([O-])[CH3:31].[K+].C(Br)C=C.O. (2) Given the product [O:8]1[CH2:15][CH2:16][O:17][C:7]1([CH2:6][C:4]([O:3][CH2:2][CH3:1])=[O:5])[CH2:9][C:10]([O:12][CH2:13][CH3:14])=[O:11], predict the reactants needed to synthesize it. The reactants are: [CH3:1][CH2:2][O:3][C:4]([CH2:6][C:7]([CH2:9][C:10]([O:12][CH2:13][CH3:14])=[O:11])=[O:8])=[O:5].[CH2:15](O)[CH2:16][OH:17].O.C1(C)C=CC(S(O)(=O)=O)=CC=1. (3) Given the product [C:1]([O:5][C:6](=[O:7])[NH:8][C@H:9]([C:10](=[O:12])[N:30]([O:31][CH3:32])[CH3:29])[CH2:13][CH2:14][CH:15]1[CH2:20][CH2:19][CH2:18][CH2:17][CH2:16]1)([CH3:2])([CH3:3])[CH3:4], predict the reactants needed to synthesize it. The reactants are: [C:1]([O:5][C:6]([NH:8][C@@H:9]([CH2:13][CH2:14][CH:15]1[CH2:20][CH2:19][CH2:18][CH2:17][CH2:16]1)[C:10]([OH:12])=O)=[O:7])([CH3:4])([CH3:3])[CH3:2].CN1CCOCC1.Cl.[CH3:29][NH:30][O:31][CH3:32].Cl.CN(C)CCCN=C=NCC.Cl. (4) Given the product [C:28]([O:32][C:33]([NH:35][C:36]1[CH:37]=[C:38]([CH:42]=[CH:43][C:44]=1[O:45][CH3:46])[C:39]([O:10][C@H:9]([C:11]1[CH:16]=[CH:15][C:14]([O:17][CH:18]([F:20])[F:19])=[C:13]([O:21][CH2:22][CH:23]2[CH2:25][CH2:24]2)[CH:12]=1)[CH2:8][C:7]1[C:6]([Cl:26])=[CH:5][N+:4]([O-:27])=[CH:3][C:2]=1[Cl:1])=[O:40])=[O:34])([CH3:31])([CH3:30])[CH3:29], predict the reactants needed to synthesize it. The reactants are: [Cl:1][C:2]1[CH:3]=[N+:4]([O-:27])[CH:5]=[C:6]([Cl:26])[C:7]=1[CH2:8][C@@H:9]([C:11]1[CH:16]=[CH:15][C:14]([O:17][CH:18]([F:20])[F:19])=[C:13]([O:21][CH2:22][CH:23]2[CH2:25][CH2:24]2)[CH:12]=1)[OH:10].[C:28]([O:32][C:33]([NH:35][C:36]1[CH:37]=[C:38]([CH:42]=[CH:43][C:44]=1[O:45][CH3:46])[C:39](O)=[O:40])=[O:34])([CH3:31])([CH3:30])[CH3:29].C(Cl)CCl. (5) The reactants are: [NH:1]1[CH2:6][CH2:5][O:4][C:3]2[CH:7]=[CH:8][C:9]3[C:14]([C:2]1=2)=[CH:13][CH:12]=[CH:11][CH:10]=3.[Cl:15][C:16]1[CH:17]=[C:18]([CH:22]=[C:23]([Cl:26])[C:24]=1[OH:25])[C:19](Cl)=[O:20]. Given the product [Cl:15][C:16]1[CH:17]=[C:18]([C:19]([N:1]2[CH2:6][CH2:5][O:4][C:3]3[CH:7]=[CH:8][C:9]4[C:14]([C:2]2=3)=[CH:13][CH:12]=[CH:11][CH:10]=4)=[O:20])[CH:22]=[C:23]([Cl:26])[C:24]=1[OH:25], predict the reactants needed to synthesize it. (6) Given the product [C:23]([O:26][CH2:27][C:28]1[C:29]([N:43]2[CH2:55][CH2:54][N:46]3[C:47]4[CH2:48][CH2:49][CH2:50][CH2:51][C:52]=4[CH:53]=[C:45]3[C:44]2=[O:56])=[CH:30][CH:31]=[CH:32][C:33]=1[C:2]1[CH:3]=[C:4]([NH:10][C:11]2[CH:16]=[CH:15][C:14]([N:17]3[CH2:20][C:19]([OH:22])([CH3:21])[CH2:18]3)=[CH:13][N:12]=2)[C:5](=[O:9])[N:6]([CH3:8])[CH:7]=1)(=[O:25])[CH3:24], predict the reactants needed to synthesize it. The reactants are: Br[C:2]1[CH:3]=[C:4]([NH:10][C:11]2[CH:16]=[CH:15][C:14]([N:17]3[CH2:20][C:19]([OH:22])([CH3:21])[CH2:18]3)=[CH:13][N:12]=2)[C:5](=[O:9])[N:6]([CH3:8])[CH:7]=1.[C:23]([O:26][CH2:27][C:28]1[C:33](B2OC(C)(C)C(C)(C)O2)=[CH:32][CH:31]=[CH:30][C:29]=1[N:43]1[CH2:55][CH2:54][N:46]2[C:47]3[CH2:48][CH2:49][CH2:50][CH2:51][C:52]=3[CH:53]=[C:45]2[C:44]1=[O:56])(=[O:25])[CH3:24].[O-]P([O-])([O-])=O.[K+].[K+].[K+].CC([O-])=O.[Na+]. (7) Given the product [C:15]([O:14][C:13](=[O:19])[NH:12][CH2:11][CH2:10][CH2:9][NH:8][CH:1]1[CH2:6][CH2:5][CH2:4][CH2:3][CH2:2]1)([CH3:18])([CH3:16])[CH3:17], predict the reactants needed to synthesize it. The reactants are: [C:1]1(=O)[CH2:6][CH2:5][CH2:4][CH2:3][CH2:2]1.[NH2:8][CH2:9][CH2:10][CH2:11][NH:12][C:13](=[O:19])[O:14][C:15]([CH3:18])([CH3:17])[CH3:16].C(O)(C(F)(F)F)=O. (8) Given the product [CH2:1]([O:3][C:4]([C:6]1[CH:7]([C:13]2[CH:14]=[CH:15][C:16]([F:19])=[CH:17][CH:18]=2)[NH:8][C:9](=[O:12])[N:10]([CH2:35][O:34][CH2:33][CH2:32][CH3:20])[CH:11]=1)=[O:5])[CH3:2], predict the reactants needed to synthesize it. The reactants are: [CH2:1]([O:3][C:4]([C:6]1[CH:7]([C:13]2[CH:18]=[CH:17][C:16]([F:19])=[CH:15][CH:14]=2)[NH:8][C:9](=[O:12])[NH:10][CH:11]=1)=[O:5])[CH3:2].[CH3:20][Si](C)(C)[N-][Si](C)(C)C.[Li+].C[Si](C)(C)[CH2:32][CH2:33][O:34][CH2:35]Cl.[NH4+].[Cl-].